From a dataset of Reaction yield outcomes from USPTO patents with 853,638 reactions. Predict the reaction yield, written as a fraction of the theoretical maximum amount of product (1.0 means a 100% yield; for example, 0.34 means a 34% yield). (1) The reactants are C([N:8](CC1C=CC=CC=1)[CH:9]([CH2:20][O:21][CH:22]([F:24])[F:23])[C:10]([NH:12][CH2:13][C:14]1[CH:19]=[CH:18][CH:17]=[CH:16][CH:15]=1)=[O:11])C1C=CC=CC=1. The catalyst is C(O)C.[OH-].[OH-].[Pd+2]. The product is [NH2:8][CH:9]([CH2:20][O:21][CH:22]([F:23])[F:24])[C:10]([NH:12][CH2:13][C:14]1[CH:19]=[CH:18][CH:17]=[CH:16][CH:15]=1)=[O:11]. The yield is 0.936. (2) The reactants are C[O:2][C:3](=[O:14])[C:4]1[C:9]([CH2:10][O:11][CH3:12])=[CH:8][CH:7]=[CH:6][C:5]=1[Cl:13].[OH-].[Na+]. The catalyst is CO. The product is [Cl:13][C:5]1[CH:6]=[CH:7][CH:8]=[C:9]([CH2:10][O:11][CH3:12])[C:4]=1[C:3]([OH:14])=[O:2]. The yield is 0.910.